The task is: Predict the product of the given reaction.. This data is from Forward reaction prediction with 1.9M reactions from USPTO patents (1976-2016). (1) Given the reactants [O:1]1[C:5]2([CH2:10][CH2:9][CH:8]([CH2:11][OH:12])[CH2:7][CH2:6]2)[O:4][CH2:3][CH2:2]1.[Cl:13][C:14]1[C:15](F)=[CH:16][C:17]([F:27])=[C:18]([CH:26]=1)[C:19]([O:21][C:22]([CH3:25])([CH3:24])[CH3:23])=[O:20].C(=O)([O-])[O-].[Cs+].[Cs+].C(OCC)(=O)C, predict the reaction product. The product is: [O:1]1[C:5]2([CH2:10][CH2:9][CH:8]([CH2:11][O:12][C:15]3[C:14]([Cl:13])=[CH:26][C:18]([C:19]([O:21][C:22]([CH3:23])([CH3:24])[CH3:25])=[O:20])=[C:17]([F:27])[CH:16]=3)[CH2:7][CH2:6]2)[O:4][CH2:3][CH2:2]1. (2) Given the reactants [CH3:1][O:2][C:3]1[C:4]([O:29][CH2:30][CH2:31][CH2:32][O:33][CH3:34])=[CH:5][C:6]2[CH2:15][CH:14]([C:16]([CH3:21])([CH3:20])[CH2:17][O:18][CH3:19])[N:13]3[CH:8]([CH2:9][C:10](=[O:27])[C:11]([C:22]([O:24][CH2:25][CH3:26])=[O:23])=[CH:12]3)[C:7]=2[CH:28]=1.C1(Cl)C(=O)C(Cl)=C(Cl)C(=O)C=1Cl, predict the reaction product. The product is: [CH3:1][O:2][C:3]1[C:4]([O:29][CH2:30][CH2:31][CH2:32][O:33][CH3:34])=[CH:5][C:6]2[CH2:15][CH:14]([C:16]([CH3:21])([CH3:20])[CH2:17][O:18][CH3:19])[N:13]3[C:8](=[CH:9][C:10](=[O:27])[C:11]([C:22]([O:24][CH2:25][CH3:26])=[O:23])=[CH:12]3)[C:7]=2[CH:28]=1. (3) Given the reactants [NH2:1][C@@:2]1([C:22]([OH:24])=[O:23])[C@H:7]([O:8][CH2:9][C:10]2[CH:15]=[CH:14][C:13]([Cl:16])=[C:12]([Cl:17])[CH:11]=2)[CH2:6][C@@H:5]2[C@H:3]1[C@@:4]2([F:21])[C:18]([OH:20])=[O:19].S(Cl)(Cl)=O.[CH2:29](O)[CH3:30], predict the reaction product. The product is: [ClH:16].[CH2:29]([O:19][C:18]([C@:4]1([F:21])[C@@H:3]2[C@H:5]1[CH2:6][C@@H:7]([O:8][CH2:9][C:10]1[CH:15]=[CH:14][C:13]([Cl:16])=[C:12]([Cl:17])[CH:11]=1)[C@@:2]2([NH2:1])[C:22]([OH:24])=[O:23])=[O:20])[CH3:30]. (4) Given the reactants Cl[C:2]1[N:7]=[C:6]([C:8]2[CH:13]=[CH:12][C:11]([N+:14]([O-:16])=[O:15])=[CH:10][CH:9]=2)[N:5]=[C:4]2[N:17]([CH2:20][C:21]([F:24])([F:23])[F:22])[N:18]=[CH:19][C:3]=12.Cl.[C@H:26]12[CH2:32][C@H:29]([NH:30][CH2:31]1)[CH2:28][O:27]2.C(N(CC)CC)C, predict the reaction product. The product is: [N+:14]([C:11]1[CH:12]=[CH:13][C:8]([C:6]2[N:5]=[C:4]3[N:17]([CH2:20][C:21]([F:24])([F:23])[F:22])[N:18]=[CH:19][C:3]3=[C:2]([N:30]3[CH2:31][C@@H:26]4[CH2:32][C@H:29]3[CH2:28][O:27]4)[N:7]=2)=[CH:9][CH:10]=1)([O-:16])=[O:15].